Binary Classification. Given a drug SMILES string, predict its activity (active/inactive) in a high-throughput screening assay against a specified biological target. From a dataset of HIV replication inhibition screening data with 41,000+ compounds from the AIDS Antiviral Screen. The drug is CCCCN(CC)C(=O)COc1cc2c(O)c3c(O)c(C)c4c(c13)C(=O)C(C)(OC=CC(OC)C(C)C(OC(C)=O)C(C)C(O)C(C)C(O)C(C)C=CC=C(C)C(=O)N2)O4. The result is 0 (inactive).